From a dataset of Catalyst prediction with 721,799 reactions and 888 catalyst types from USPTO. Predict which catalyst facilitates the given reaction. Reactant: [C:1]1([S:7]([N:10]2[C:14]3[CH:15]=[N:16][C:17]([C:21]#[N:22])=[C:18]([CH:19]=[CH2:20])[C:13]=3[C:12]3[CH:23]=[CH:24][CH:25]=[N:26][C:11]2=3)(=[O:9])=[O:8])[CH:6]=[CH:5][CH:4]=[CH:3][CH:2]=1. Product: [C:1]1([S:7]([N:10]2[C:14]3[CH:15]=[N:16][C:17]([C:21]#[N:22])=[C:18]([CH2:19][CH3:20])[C:13]=3[C:12]3[CH:23]=[CH:24][CH:25]=[N:26][C:11]2=3)(=[O:9])=[O:8])[CH:2]=[CH:3][CH:4]=[CH:5][CH:6]=1. The catalyst class is: 354.